Dataset: Catalyst prediction with 721,799 reactions and 888 catalyst types from USPTO. Task: Predict which catalyst facilitates the given reaction. (1) Reactant: ClCCl.C(N(CC)CC)C.[C:19](O[C:19]([O:21][C:22]([CH3:25])([CH3:24])[CH3:23])=[O:20])([O:21][C:22]([CH3:25])([CH3:24])[CH3:23])=[O:20].[CH3:26][O:27][C:28]1[CH:33]=[C:32]([CH2:34][O:35][CH3:36])[CH:31]=[C:30]([O:37][CH3:38])[C:29]=1[C:39]1[N:40]2[N:46]=[C:45]([O:47][CH3:48])[C:44]([NH2:49])=[C:41]2[S:42][CH:43]=1. Product: [CH3:26][O:27][C:28]1[CH:33]=[C:32]([CH2:34][O:35][CH3:36])[CH:31]=[C:30]([O:37][CH3:38])[C:29]=1[C:39]1[N:40]2[N:46]=[C:45]([O:47][CH3:48])[C:44]([NH:49][C:19](=[O:20])[O:21][C:22]([CH3:23])([CH3:24])[CH3:25])=[C:41]2[S:42][CH:43]=1. The catalyst class is: 644. (2) Reactant: [NH2:1][C:2]1[C:3]2[C:11](=[O:12])[CH:10]=[CH:9][NH:8][C:4]=2[N:5]=[CH:6][N:7]=1.C([O-])([O-])=O.[Cs+].[Cs+].Cl[CH2:20][C:21]1[C:22]([C:32]2[CH:37]=[CH:36][CH:35]=[CH:34][C:33]=2[Cl:38])=[N:23][C:24]2[C:29]([CH:30]=1)=[CH:28][CH:27]=[CH:26][C:25]=2[CH3:31]. Product: [NH2:1][C:2]1[C:3]2[C:11](=[O:12])[CH:10]=[CH:9][N:8]([CH2:20][C:21]3[C:22]([C:32]4[CH:37]=[CH:36][CH:35]=[CH:34][C:33]=4[Cl:38])=[N:23][C:24]4[C:29]([CH:30]=3)=[CH:28][CH:27]=[CH:26][C:25]=4[CH3:31])[C:4]=2[N:5]=[CH:6][N:7]=1. The catalyst class is: 3.